Dataset: Full USPTO retrosynthesis dataset with 1.9M reactions from patents (1976-2016). Task: Predict the reactants needed to synthesize the given product. Given the product [CH2:20]([NH:27][C:28]([N:17]1[CH2:16][CH2:15][N:14]([C:6]2[C:5]3[C:10](=[CH:11][C:12]([CH3:13])=[C:3]([O:2][CH3:1])[CH:4]=3)[N:9]=[CH:8][N:7]=2)[CH2:19][CH2:18]1)=[S:29])[C:21]1[CH:26]=[CH:25][CH:24]=[CH:23][CH:22]=1, predict the reactants needed to synthesize it. The reactants are: [CH3:1][O:2][C:3]1[CH:4]=[C:5]2[C:10](=[CH:11][C:12]=1[CH3:13])[N:9]=[CH:8][N:7]=[C:6]2[N:14]1[CH2:19][CH2:18][NH:17][CH2:16][CH2:15]1.[CH2:20]([N:27]=[C:28]=[S:29])[C:21]1[CH:26]=[CH:25][CH:24]=[CH:23][CH:22]=1.